Task: Regression. Given a target protein amino acid sequence and a drug SMILES string, predict the binding affinity score between them. We predict pKi (pKi = -log10(Ki in M); higher means stronger inhibition). Dataset: bindingdb_ki.. Dataset: Drug-target binding data from BindingDB using Ki measurements (1) The small molecule is Cc1cccc2c3c(ccc12)C1=C(C(=O)C3=O)[C@@H](C)CO1. The target protein (P0C6U8) has sequence MESLVLGVNEKTHVQLSLPVLQVRDVLVRGFGDSVEEALSEAREHLKNGTCGLVELEKGVLPQLEQPYVFIKRSDALSTNHGHKVVELVAEMDGIQYGRSGITLGVLVPHVGETPIAYRNVLLRKNGNKGAGGHSYGIDLKSYDLGDELGTDPIEDYEQNWNTKHGSGALRELTRELNGGAVTRYVDNNFCGPDGYPLDCIKDFLARAGKSMCTLSEQLDYIESKRGVYCCRDHEHEIAWFTERSDKSYEHQTPFEIKSAKKFDTFKGECPKFVFPLNSKVKVIQPRVEKKKTEGFMGRIRSVYPVASPQECNNMHLSTLMKCNHCDEVSWQTCDFLKATCEHCGTENLVIEGPTTCGYLPTNAVVKMPCPACQDPEIGPEHSVADYHNHSNIETRLRKGGRTRCFGGCVFAYVGCYNKRAYWVPRASADIGSGHTGITGDNVETLNEDLLEILSRERVNINIVGDFHLNEEVAIILASFSASTSAFIDTIKSLDYKSFK.... The pKi is 5.0. (2) The pKi is 7.1. The compound is CNCCC(Oc1ccc(C(F)(F)F)cc1)c1ccccc1. The target is MLLARMKPQVQPELGGADQ.